Dataset: Full USPTO retrosynthesis dataset with 1.9M reactions from patents (1976-2016). Task: Predict the reactants needed to synthesize the given product. (1) Given the product [NH2:13][C:10]1[CH:11]=[CH:12][C:4]2[C:3](=[O:21])[N:2]([CH3:1])[CH2:8][CH2:7][CH2:6][C:5]=2[CH:9]=1, predict the reactants needed to synthesize it. The reactants are: [CH3:1][N:2]1[CH2:8][CH2:7][CH2:6][C:5]2[CH:9]=[C:10]([NH:13]C(=O)OC(C)(C)C)[CH:11]=[CH:12][C:4]=2[C:3]1=[O:21].C(O)(C(F)(F)F)=O. (2) Given the product [C:26]1([C:6]2[CH:7]=[C:8]3[C:12]([CH:13]4[CH2:18][CH2:17][NH:16][CH2:15][CH2:14]4)=[CH:11][NH:10][C:9]3=[C:4]([C:2]([NH2:1])=[O:3])[N:5]=2)[CH:31]=[CH:30][CH:29]=[CH:28][CH:27]=1, predict the reactants needed to synthesize it. The reactants are: [NH2:1][C:2]([C:4]1[N:5]=[C:6]([C:26]2[CH:31]=[CH:30][CH:29]=[CH:28][CH:27]=2)[CH:7]=[C:8]2[C:12]([CH:13]3[CH2:18][CH2:17][N:16](C(OC(C)(C)C)=O)[CH2:15][CH2:14]3)=[CH:11][NH:10][C:9]=12)=[O:3].Cl. (3) Given the product [O:12]1[C:16]2[CH:17]=[CH:18][C:19]([C:21]3([C:24]([NH:26][C:27]4[CH:28]=[N:29][C:30]([CH3:34])=[C:31]([C:6]5[CH:7]=[CH:8][C:3]([CH2:2][OH:1])=[CH:4][CH:5]=5)[CH:32]=4)=[O:25])[CH2:23][CH2:22]3)=[CH:20][C:15]=2[O:14][CH2:13]1, predict the reactants needed to synthesize it. The reactants are: [OH:1][CH2:2][C:3]1[CH:8]=[CH:7][C:6](B(O)O)=[CH:5][CH:4]=1.[O:12]1[C:16]2[CH:17]=[CH:18][C:19]([C:21]3([C:24]([NH:26][C:27]4[CH:28]=[N:29][C:30]([CH3:34])=[C:31](Br)[CH:32]=4)=[O:25])[CH2:23][CH2:22]3)=[CH:20][C:15]=2[O:14][CH2:13]1.O1C2C=CC(C3(C(NC4C=NC(C)=C(C5C=CC=CC=5)C=4)=O)CC3)=CC=2OC1. (4) Given the product [C:1]([O:5][C:6]([N:8]1[C:17]2[C:12](=[CH:13][C:14]([C:18]3[CH:23]=[CH:22][CH:21]=[CH:20][CH:19]=3)=[CH:15][CH:16]=2)[C:11]([CH2:24][Br:29])=[CH:10][C:9]1([CH3:27])[CH3:26])=[O:7])([CH3:4])([CH3:3])[CH3:2], predict the reactants needed to synthesize it. The reactants are: [C:1]([O:5][C:6]([N:8]1[C:17]2[C:12](=[CH:13][C:14]([C:18]3[CH:23]=[CH:22][CH:21]=[CH:20][CH:19]=3)=[CH:15][CH:16]=2)[C:11]([CH2:24]O)=[CH:10][C:9]1([CH3:27])[CH3:26])=[O:7])([CH3:4])([CH3:3])[CH3:2].C(Br)(Br)(Br)[Br:29].C1(P(C2C=CC=CC=2)C2C=CC=CC=2)C=CC=CC=1.